Task: Regression. Given two drug SMILES strings and cell line genomic features, predict the synergy score measuring deviation from expected non-interaction effect.. Dataset: NCI-60 drug combinations with 297,098 pairs across 59 cell lines (1) Drug 1: CC1C(C(CC(O1)OC2CC(CC3=C2C(=C4C(=C3O)C(=O)C5=C(C4=O)C(=CC=C5)OC)O)(C(=O)C)O)N)O.Cl. Drug 2: CC1=C(C=C(C=C1)NC(=O)C2=CC=C(C=C2)CN3CCN(CC3)C)NC4=NC=CC(=N4)C5=CN=CC=C5. Cell line: HOP-92. Synergy scores: CSS=6.80, Synergy_ZIP=-4.55, Synergy_Bliss=-3.66, Synergy_Loewe=-2.43, Synergy_HSA=-2.48. (2) Drug 1: CC1C(C(CC(O1)OC2CC(CC3=C2C(=C4C(=C3O)C(=O)C5=C(C4=O)C(=CC=C5)OC)O)(C(=O)CO)O)N)O.Cl. Drug 2: CC1C(C(CC(O1)OC2CC(CC3=C2C(=C4C(=C3O)C(=O)C5=CC=CC=C5C4=O)O)(C(=O)C)O)N)O. Cell line: HCT-15. Synergy scores: CSS=41.0, Synergy_ZIP=-4.03, Synergy_Bliss=-1.17, Synergy_Loewe=-3.48, Synergy_HSA=1.87. (3) Drug 1: CC(CN1CC(=O)NC(=O)C1)N2CC(=O)NC(=O)C2. Drug 2: C1CN1P(=S)(N2CC2)N3CC3. Cell line: OVCAR-5. Synergy scores: CSS=24.0, Synergy_ZIP=-7.53, Synergy_Bliss=-1.82, Synergy_Loewe=-2.04, Synergy_HSA=0.00209. (4) Drug 1: CC1=C2C(C(=O)C3(C(CC4C(C3C(C(C2(C)C)(CC1OC(=O)C(C(C5=CC=CC=C5)NC(=O)OC(C)(C)C)O)O)OC(=O)C6=CC=CC=C6)(CO4)OC(=O)C)OC)C)OC. Drug 2: CCC1(CC2CC(C3=C(CCN(C2)C1)C4=CC=CC=C4N3)(C5=C(C=C6C(=C5)C78CCN9C7C(C=CC9)(C(C(C8N6C=O)(C(=O)OC)O)OC(=O)C)CC)OC)C(=O)OC)O.OS(=O)(=O)O. Cell line: T-47D. Synergy scores: CSS=42.9, Synergy_ZIP=-1.64, Synergy_Bliss=-2.90, Synergy_Loewe=1.37, Synergy_HSA=1.95. (5) Drug 1: CC1C(C(CC(O1)OC2CC(CC3=C2C(=C4C(=C3O)C(=O)C5=C(C4=O)C(=CC=C5)OC)O)(C(=O)C)O)N)O.Cl. Drug 2: CN(CCCl)CCCl.Cl. Cell line: TK-10. Synergy scores: CSS=14.3, Synergy_ZIP=-7.05, Synergy_Bliss=-0.658, Synergy_Loewe=-2.11, Synergy_HSA=-0.621. (6) Cell line: SF-268. Drug 1: C1=CC(=C2C(=C1NCCNCCO)C(=O)C3=C(C=CC(=C3C2=O)O)O)NCCNCCO. Drug 2: CCCS(=O)(=O)NC1=C(C(=C(C=C1)F)C(=O)C2=CNC3=C2C=C(C=N3)C4=CC=C(C=C4)Cl)F. Synergy scores: CSS=46.7, Synergy_ZIP=5.10, Synergy_Bliss=7.27, Synergy_Loewe=-25.3, Synergy_HSA=5.47.